Dataset: Forward reaction prediction with 1.9M reactions from USPTO patents (1976-2016). Task: Predict the product of the given reaction. (1) Given the reactants CN(C)CCCOC1C=CC(C2SC(NC3C=CC=CC=3)=NC=2)=CC=1.[S:26]1[CH:30]=[CH:29][C:28]([C:31]2[S:35][C:34]([NH:36][C:37]3[CH:42]=[CH:41][C:40]([OH:43])=[CH:39][CH:38]=3)=[N:33][CH:32]=2)=[CH:27]1.Cl.Cl[CH2:46][CH2:47][N:48]([CH:52]([CH3:54])[CH3:53])[CH:49]([CH3:51])[CH3:50], predict the reaction product. The product is: [CH:49]([N:48]([CH:52]([CH3:54])[CH3:53])[CH2:47][CH2:46][O:43][C:40]1[CH:41]=[CH:42][C:37]([NH:36][C:34]2[S:35][C:31]([C:28]3[CH:29]=[CH:30][S:26][CH:27]=3)=[CH:32][N:33]=2)=[CH:38][CH:39]=1)([CH3:51])[CH3:50]. (2) Given the reactants Cl[C:2]1[C:3]([C:22]2[CH:27]=[CH:26][C:25]([C:28]#[N:29])=[CH:24][CH:23]=2)=[N:4][C:5]([O:8][CH2:9][C@@H:10]2[CH2:14][CH2:13][N:12]([C:15]([O:17][C:18]([CH3:21])([CH3:20])[CH3:19])=[O:16])[CH2:11]2)=[N:6][CH:7]=1.[CH3:30][C:31]1[CH:36]=[CH:35][C:34](B(O)O)=[CH:33][CH:32]=1.C([O-])([O-])=O.[Na+].[Na+], predict the reaction product. The product is: [C:28]([C:25]1[CH:24]=[CH:23][C:22]([C:3]2[C:2]([C:34]3[CH:35]=[CH:36][C:31]([CH3:30])=[CH:32][CH:33]=3)=[CH:7][N:6]=[C:5]([O:8][CH2:9][C@@H:10]3[CH2:14][CH2:13][N:12]([C:15]([O:17][C:18]([CH3:20])([CH3:19])[CH3:21])=[O:16])[CH2:11]3)[N:4]=2)=[CH:27][CH:26]=1)#[N:29]. (3) Given the reactants Br[C:2]1[CH:7]=[CH:6][C:5]([NH:8][S:9]([C:12]2[S:16][C:15]3[CH:17]=[CH:18][C:19]([F:21])=[CH:20][C:14]=3[C:13]=2[CH3:22])(=[O:11])=[O:10])=[C:4]([C:23]([F:26])([F:25])[F:24])[CH:3]=1.O.[F:28][C:29]1[CH:30]=[N:31][CH:32]=[CH:33][C:34]=1B(O)O, predict the reaction product. The product is: [F:28][C:29]1[CH:30]=[N:31][CH:32]=[CH:33][C:34]=1[C:2]1[CH:7]=[CH:6][C:5]([NH:8][S:9]([C:12]2[S:16][C:15]3[CH:17]=[CH:18][C:19]([F:21])=[CH:20][C:14]=3[C:13]=2[CH3:22])(=[O:11])=[O:10])=[C:4]([C:23]([F:26])([F:25])[F:24])[CH:3]=1. (4) Given the reactants [C:1]([O:5][C:6](=[O:45])[CH2:7][CH2:8][C:9]1[CH:14]=[CH:13][C:12]([O:15][Si](C(C)(C)C)(C2C=CC=CC=2)C2C=CC=CC=2)=[CH:11][C:10]=1[CH2:33][O:34][C:35]1[CH:40]=[CH:39][C:38]([C:41]([F:44])([F:43])[F:42])=[CH:37][CH:36]=1)([CH3:4])([CH3:3])[CH3:2].[F-].C([N+](CCCC)(CCCC)CCCC)CCC, predict the reaction product. The product is: [C:1]([O:5][C:6](=[O:45])[CH2:7][CH2:8][C:9]1[CH:14]=[CH:13][C:12]([OH:15])=[CH:11][C:10]=1[CH2:33][O:34][C:35]1[CH:40]=[CH:39][C:38]([C:41]([F:43])([F:44])[F:42])=[CH:37][CH:36]=1)([CH3:4])([CH3:2])[CH3:3]. (5) Given the reactants [N+](C1C=CC(C2SC=CC=2)=CC=1NC(=O)C1C=CC(C2NN=NN=2)=CC=1)([O-])=O.[CH3:29][O:30][C:31]1[CH:53]=[CH:52][C:34]([C:35]([NH:37][C:38]2[CH:43]=[C:42]([C:44]3[NH:45][N:46]=[N:47][CH:48]=3)[CH:41]=[CH:40][C:39]=2[N+:49]([O-])=O)=[O:36])=[CH:33][CH:32]=1.CO, predict the reaction product. The product is: [NH2:49][C:39]1[CH:40]=[CH:41][C:42]([C:44]2[NH:45][N:46]=[N:47][CH:48]=2)=[CH:43][C:38]=1[NH:37][C:35](=[O:36])[C:34]1[CH:52]=[CH:53][C:31]([O:30][CH3:29])=[CH:32][CH:33]=1. (6) Given the reactants [Br:1][C:2]1[CH:13]=[CH:12][C:5]([C:6]([NH:8][CH2:9][CH:10]=[O:11])=O)=[C:4]([Cl:14])[CH:3]=1.C1(P(C2C=CC=CC=2)C2C=CC=CC=2)C=CC=CC=1.II.C(N(CC)CC)C, predict the reaction product. The product is: [Br:1][C:2]1[CH:13]=[CH:12][C:5]([C:6]2[O:11][CH:10]=[CH:9][N:8]=2)=[C:4]([Cl:14])[CH:3]=1.